From a dataset of Reaction yield outcomes from USPTO patents with 853,638 reactions. Predict the reaction yield, written as a fraction of the theoretical maximum amount of product (1.0 means a 100% yield; for example, 0.34 means a 34% yield). (1) The reactants are [C:1]([C:3]1[CH:8]=[CH:7][C:6]([CH2:9][C:10]([O:12][CH2:13][CH3:14])=[O:11])=[CH:5][CH:4]=1)#[N:2].[H-].[Na+].[CH3:17]I. The catalyst is O1CCCC1. The product is [C:1]([C:3]1[CH:8]=[CH:7][C:6]([CH:9]([CH3:17])[C:10]([O:12][CH2:13][CH3:14])=[O:11])=[CH:5][CH:4]=1)#[N:2]. The yield is 0.750. (2) The reactants are Cl[CH2:2][CH2:3][N:4]1[C:12]2[C:7](=[CH:8][C:9]([O:13][CH3:14])=[CH:10][CH:11]=2)[CH:6]=[C:5]1[CH:15]1[S:20][CH2:19][CH2:18][CH2:17][S:16]1.[I-].[K+].[Li]CCCC.[Cl-].[Na+]. The catalyst is C1COCC1. The product is [CH3:14][O:13][C:9]1[CH:10]=[CH:11][C:12]2[N:4]3[CH2:3][CH2:2][C:15]4([S:20][CH2:19][CH2:18][CH2:17][S:16]4)[C:5]3=[CH:6][C:7]=2[CH:8]=1. The yield is 0.700. (3) The reactants are [Cl:1][C:2]1[CH:11]=[C:10](Cl)[C:9]2[C:4](=[CH:5][CH:6]=[C:7]([O:13][CH3:14])[CH:8]=2)[N:3]=1.CO.[NH3:17]. No catalyst specified. The product is [Cl:1][C:2]1[CH:11]=[C:10]([NH2:17])[C:9]2[C:4](=[CH:5][CH:6]=[C:7]([O:13][CH3:14])[CH:8]=2)[N:3]=1. The yield is 0.550. (4) The reactants are [Cl:1][C:2]1[CH:10]=[CH:9][CH:8]=[C:7]2[C:3]=1[C:4]1([C:20]3=[CH:21][C:22]4[O:26][CH2:25][O:24][C:23]=4[CH:27]=[C:19]3[O:18][CH2:17]1)[C:5](=[O:16])[N:6]2[CH2:11][C:12](=[N:14][OH:15])[NH2:13].C(NC(C)C)(C)C.[CH:35]1([C:38](Cl)=[O:39])[CH2:37][CH2:36]1. The catalyst is ClCCl. The product is [Cl:1][C:2]1[CH:10]=[CH:9][CH:8]=[C:7]2[C:3]=1[C:4]1([C:20]3=[CH:21][C:22]4[O:26][CH2:25][O:24][C:23]=4[CH:27]=[C:19]3[O:18][CH2:17]1)[C:5](=[O:16])[N:6]2[CH2:11][C:12](=[N:14][O:15][C:38]([CH:35]1[CH2:37][CH2:36]1)=[O:39])[NH2:13]. The yield is 0.530. (5) The reactants are [CH2:1]([O:8][C:9]([NH:11][C:12]1[C:13]([C:29](O)=[O:30])=[N:14][C:15]2[C:20]([CH:21]=1)=[CH:19][CH:18]=[C:17]([N:22]1[CH2:27][CH2:26][O:25][CH2:24][C:23]1=[O:28])[CH:16]=2)=[O:10])[C:2]1[CH:7]=[CH:6][CH:5]=[CH:4][CH:3]=1.[NH2:32][C:33]1[CH:34]=[N:35][CH:36]=[CH:37][C:38]=1[N:39]1[CH2:44][C@H:43]([CH3:45])[CH2:42][C@H:41]([NH:46]C(=O)OC(C)(C)C)[CH2:40]1.CN(C(ON1N=NC2C=CC=NC1=2)=[N+](C)C)C.F[P-](F)(F)(F)(F)F.CCN(C(C)C)C(C)C. The catalyst is CN(C=O)C.CCOC(C)=O.[OH-].[Na+]. The product is [NH2:46][C@H:41]1[CH2:42][C@@H:43]([CH3:45])[CH2:44][N:39]([C:38]2[CH:37]=[CH:36][N:35]=[CH:34][C:33]=2[NH:32][C:29]([C:13]2[C:12]([NH:11][C:9](=[O:10])[O:8][CH2:1][C:2]3[CH:3]=[CH:4][CH:5]=[CH:6][CH:7]=3)=[CH:21][C:20]3[C:15](=[CH:16][C:17]([N:22]4[CH2:27][CH2:26][O:25][CH2:24][C:23]4=[O:28])=[CH:18][CH:19]=3)[N:14]=2)=[O:30])[CH2:40]1. The yield is 0.310. (6) The reactants are C([Li])CCC.[CH:6]([N:9]([CH:18]([CH3:20])[CH3:19])[C:10](=[O:17])[C:11]1[CH:16]=[CH:15][N:14]=[CH:13][CH:12]=1)([CH3:8])[CH3:7].[B:21](OC(C)C)([O:26]C(C)C)[O:22]C(C)C.Cl. The catalyst is CCCCCC.C1COCC1. The product is [CH:18]([N:9]([CH:6]([CH3:8])[CH3:7])[C:10]([C:11]1[CH:12]=[CH:13][N:14]=[CH:15][C:16]=1[B:21]([OH:26])[OH:22])=[O:17])([CH3:20])[CH3:19]. The yield is 0.330. (7) The reactants are Cl[C:2]1[C:11]2[C:6](=[CH:7][CH:8]=[CH:9][C:10]=2[O:12][CH:13]2[CH2:18][CH2:17][N:16]([CH3:19])[CH2:15][CH2:14]2)[N:5]=[CH:4][N:3]=1.[Cl:20][C:21]1[CH:34]=[C:33]([NH2:35])[CH:32]=[CH:31][C:22]=1[O:23][CH2:24][C:25]1[CH:29]=[CH:28][N:27]([CH3:30])[N:26]=1. The catalyst is CC(O)C. The product is [Cl:20][C:21]1[CH:34]=[C:33]([CH:32]=[CH:31][C:22]=1[O:23][CH2:24][C:25]1[CH:29]=[CH:28][N:27]([CH3:30])[N:26]=1)[NH:35][C:2]1[C:11]2[C:6](=[CH:7][CH:8]=[CH:9][C:10]=2[O:12][CH:13]2[CH2:18][CH2:17][N:16]([CH3:19])[CH2:15][CH2:14]2)[N:5]=[CH:4][N:3]=1. The yield is 0.350.